From a dataset of Reaction yield outcomes from USPTO patents with 853,638 reactions. Predict the reaction yield, written as a fraction of the theoretical maximum amount of product (1.0 means a 100% yield; for example, 0.34 means a 34% yield). (1) The reactants are C([O:8][CH2:9][CH2:10][O:11][C:12]1[CH:17]=[CH:16][C:15]([CH2:18][CH:19]([C:37]2[CH:42]=[CH:41][C:40]([C:43]([CH3:46])([CH3:45])[CH3:44])=[CH:39][CH:38]=2)[C:20]([NH:22][C:23]2[CH:28]=[CH:27][C:26]([O:29][CH2:30][CH:31]3[CH2:36][CH2:35][CH2:34][CH2:33][CH2:32]3)=[CH:25][CH:24]=2)=[O:21])=[CH:14][CH:13]=1)C1C=CC=CC=1. The catalyst is [Pd].CO.C(OCC)(=O)C. The product is [C:43]([C:40]1[CH:39]=[CH:38][C:37]([CH:19]([CH2:18][C:15]2[CH:16]=[CH:17][C:12]([O:11][CH2:10][CH2:9][OH:8])=[CH:13][CH:14]=2)[C:20]([NH:22][C:23]2[CH:28]=[CH:27][C:26]([O:29][CH2:30][CH:31]3[CH2:36][CH2:35][CH2:34][CH2:33][CH2:32]3)=[CH:25][CH:24]=2)=[O:21])=[CH:42][CH:41]=1)([CH3:46])([CH3:44])[CH3:45]. The yield is 0.740. (2) The reactants are [CH:1]([NH:4][C:5]([C:7]1[C:15]2[C:10](=[N:11][CH:12]=[C:13]([O:16][C:17]3[CH:22]=[CH:21][CH:20]=[C:19]([CH3:23])[N:18]=3)[N:14]=2)[N:9](COCC[Si](C)(C)C)[CH:8]=1)=[O:6])([CH3:3])[CH3:2].[F-].C([N+](CCCC)(CCCC)CCCC)CCC.C(N)CN. The catalyst is C1COCC1. The product is [CH:1]([NH:4][C:5]([C:7]1[C:15]2[C:10](=[N:11][CH:12]=[C:13]([O:16][C:17]3[CH:22]=[CH:21][CH:20]=[C:19]([CH3:23])[N:18]=3)[N:14]=2)[NH:9][CH:8]=1)=[O:6])([CH3:3])[CH3:2]. The yield is 0.580. (3) The reactants are [Cl:1][C:2]1[C:3]2[C@H:10]([CH3:11])[CH2:9][CH2:8][C:4]=2[N:5]=[CH:6][N:7]=1.C1C=C(Cl)C=C(C(OO)=[O:20])C=1.[O-]S([O-])(=S)=O.[Na+].[Na+].C([O-])([O-])=O.[Na+].[Na+]. The catalyst is C(Cl)(Cl)Cl.O. The product is [Cl:1][C:2]1[N:7]=[CH:6][N+:5]([O-:20])=[C:4]2[CH2:8][CH2:9][C@@H:10]([CH3:11])[C:3]=12. The yield is 0.530.